Task: Predict the reactants needed to synthesize the given product.. Dataset: Full USPTO retrosynthesis dataset with 1.9M reactions from patents (1976-2016) (1) Given the product [N:31]1[CH:36]=[CH:35][C:34]([N:37]2[CH:41]=[CH:40][N:39]=[C:38]2[C:7]2[CH:8]=[CH:9][C:10]([O:11][CH2:12][C:13]3[CH:22]=[CH:21][C:20]4[C:15](=[CH:16][CH:17]=[CH:18][CH:19]=4)[N:14]=3)=[CH:23][CH:24]=2)=[CH:33][CH:32]=1, predict the reactants needed to synthesize it. The reactants are: CN1C([C:7]2[CH:24]=[CH:23][C:10]([O:11][CH2:12][C:13]3[CH:22]=[CH:21][C:20]4[C:15](=[CH:16][CH:17]=[CH:18][CH:19]=4)[N:14]=3)=[CH:9][CH:8]=2)=C(C2C=CN=CC=2)N=N1.[N:31]1[CH:36]=[CH:35][C:34]([N:37]2[CH:41]=[CH:40][N:39]=[C:38]2C2C=CC(O)=CC=2)=[CH:33][CH:32]=1.Cl.ClCC1C=CC2C(=CC=CC=2)N=1.C(=O)([O-])[O-].[Cs+].[Cs+]. (2) The reactants are: [F:1][C:2]([F:11])([F:10])[C:3]1[N:8]=[CH:7][C:6]([OH:9])=[CH:5][N:4]=1.[F:12][C:13]1[CH:14]=[C:15]([CH:18]=[CH:19][C:20]=1F)[CH:16]=[O:17]. Given the product [F:12][C:13]1[CH:14]=[C:15]([CH:18]=[CH:19][C:20]=1[O:9][C:6]1[CH:7]=[N:8][C:3]([C:2]([F:1])([F:10])[F:11])=[N:4][CH:5]=1)[CH:16]=[O:17], predict the reactants needed to synthesize it. (3) Given the product [NH2:33][C:29]1[NH:30][C:31](=[O:32])[C:26]2[CH:25]=[C:24]([CH2:23][CH2:22][CH2:21][C:19]3[S:18][CH:17]=[C:16]([C:14]([NH:13][C@@H:5]([CH2:6][CH2:7][C:8]([OH:10])=[O:9])[C:4]([OH:35])=[O:3])=[O:15])[CH:20]=3)[NH:34][C:27]=2[N:28]=1, predict the reactants needed to synthesize it. The reactants are: C([O:3][C:4](=[O:35])[C@@H:5]([NH:13][C:14]([C:16]1[CH:20]=[C:19]([CH2:21][CH2:22][CH2:23][C:24]2[NH:34][C:27]3[N:28]=[C:29]([NH2:33])[NH:30][C:31](=[O:32])[C:26]=3[CH:25]=2)[S:18][CH:17]=1)=[O:15])[CH2:6][CH2:7][C:8]([O:10]CC)=[O:9])C.[OH-].[Na+].C(Cl)(Cl)Cl.CO.